Predict which catalyst facilitates the given reaction. From a dataset of Catalyst prediction with 721,799 reactions and 888 catalyst types from USPTO. Reactant: F[C:2]1[CH:7]=[CH:6][N:5]2[C:8]([C:11]([NH:13][C:14]3[CH:22]=[CH:21][CH:20]=[C:19]4[C:15]=3[C:16]([CH3:33])=[N:17][N:18]4[CH2:23][C:24]3[CH:29]=[CH:28][CH:27]=[C:26]([CH:30]([CH3:32])[CH3:31])[N:25]=3)=[O:12])=[CH:9][N:10]=[C:4]2[CH:3]=1.[O:34]1[CH2:39][CH2:38][N:37]([CH2:40][CH2:41][OH:42])[CH2:36][CH2:35]1.CC(C)([O-])C.[K+]. Product: [CH:30]([C:26]1[N:25]=[C:24]([CH2:23][N:18]2[C:19]3[C:15](=[C:14]([NH:13][C:11]([C:8]4[N:5]5[CH:6]=[CH:7][C:2]([O:42][CH2:41][CH2:40][N:37]6[CH2:38][CH2:39][O:34][CH2:35][CH2:36]6)=[CH:3][C:4]5=[N:10][CH:9]=4)=[O:12])[CH:22]=[CH:21][CH:20]=3)[C:16]([CH3:33])=[N:17]2)[CH:29]=[CH:28][CH:27]=1)([CH3:31])[CH3:32]. The catalyst class is: 664.